Dataset: Reaction yield outcomes from USPTO patents with 853,638 reactions. Task: Predict the reaction yield, written as a fraction of the theoretical maximum amount of product (1.0 means a 100% yield; for example, 0.34 means a 34% yield). (1) The reactants are [CH2:1]1[CH:10]2[CH:5]([CH2:6][CH2:7][NH:8][CH2:9]2)[CH2:4][CH2:3][N:2]1[C:11]([O:13][C:14]([CH3:17])([CH3:16])[CH3:15])=[O:12].[Cl:18][CH:19](Br)[CH2:20][CH3:21].C([O-])([O-])=O.[K+].[K+]. The catalyst is CC(C)=O. The product is [Cl:18][CH2:19][CH2:20][CH2:21][N:8]1[CH2:9][CH:10]2[CH:5]([CH2:4][CH2:3][N:2]([C:11]([O:13][C:14]([CH3:17])([CH3:16])[CH3:15])=[O:12])[CH2:1]2)[CH2:6][CH2:7]1. The yield is 0.470. (2) The reactants are [CH2:1]([NH:6][C:7]([C:9]1[N:10]=[N:11][C:12](Cl)=[CH:13][CH:14]=1)=[O:8])[CH2:2][CH2:3][CH2:4][CH3:5].[CH3:16][CH:17]1[CH2:22][NH:21][CH:20]([CH3:23])[CH2:19][NH:18]1.C(N(CC)CC)C.[F:31][C:32]([F:43])([F:42])[C:33]1[CH:41]=[CH:40][CH:39]=[CH:38][C:34]=1[C:35](Cl)=[O:36]. The catalyst is CC(O)C.ClCCl. The product is [CH2:1]([NH:6][C:7]([C:9]1[N:10]=[N:11][C:12]([N:18]2[CH2:19][CH:20]([CH3:23])[N:21]([C:35](=[O:36])[C:34]3[CH:38]=[CH:39][CH:40]=[CH:41][C:33]=3[C:32]([F:31])([F:42])[F:43])[CH2:22][CH:17]2[CH3:16])=[CH:13][CH:14]=1)=[O:8])[CH2:2][CH2:3][CH2:4][CH3:5]. The yield is 0.310. (3) The reactants are [F:1][C:2]1[CH:7]=[CH:6][C:5]([F:8])=[CH:4][C:3]=1[C@H:9]1[CH2:13][CH2:12][CH2:11][N:10]1[C:14]1[CH:19]=[CH:18][N:17]2[N:20]=[CH:21][C:22](/[CH:23]=[CH:24]/[C:25](O)=[O:26])=[C:16]2[N:15]=1.CN(C(ON1N=NC2C=CC=NC1=2)=[N+](C)C)C.F[P-](F)(F)(F)(F)F.CCN(C(C)C)C(C)C.[NH2:61][CH2:62][CH2:63][OH:64]. The catalyst is CN(C=O)C.C(Cl)Cl. The product is [F:1][C:2]1[CH:7]=[CH:6][C:5]([F:8])=[CH:4][C:3]=1[C@H:9]1[CH2:13][CH2:12][CH2:11][N:10]1[C:14]1[CH:19]=[CH:18][N:17]2[N:20]=[CH:21][C:22](/[CH:23]=[CH:24]/[C:25]([NH:61][CH2:62][CH2:63][OH:64])=[O:26])=[C:16]2[N:15]=1. The yield is 0.620. (4) The reactants are [CH3:1][O:2][C:3](=[O:14])[C:4]1[CH:9]=[CH:8][C:7]([CH2:10]Br)=[C:6]([O:12][CH3:13])[CH:5]=1.[N-:15]=[N+:16]=[N-:17].[Na+]. The catalyst is CN(C=O)C. The product is [CH3:1][O:2][C:3](=[O:14])[C:4]1[CH:9]=[CH:8][C:7]([CH2:10][N:15]=[N+:16]=[N-:17])=[C:6]([O:12][CH3:13])[CH:5]=1. The yield is 0.970.